From a dataset of Reaction yield outcomes from USPTO patents with 853,638 reactions. Predict the reaction yield, written as a fraction of the theoretical maximum amount of product (1.0 means a 100% yield; for example, 0.34 means a 34% yield). (1) The reactants are [CH3:1][N:2]([C@@H:10]1[CH2:14][CH2:13][N:12]([C:15]2[C:16]3[CH:23]=[CH:22][N:21]([CH2:24][O:25][CH2:26][CH2:27][Si:28]([CH3:31])([CH3:30])[CH3:29])[C:17]=3[N:18]=[CH:19][N:20]=2)[CH2:11]1)[C:3]1[CH:8]=[CH:7][C:6]([NH2:9])=[CH:5][N:4]=1.[CH2:32]([S:34](Cl)(=[O:36])=[O:35])[CH3:33].CCN(CC)CC. The catalyst is C(Cl)Cl. The product is [CH3:1][N:2]([C@@H:10]1[CH2:14][CH2:13][N:12]([C:15]2[C:16]3[CH:23]=[CH:22][N:21]([CH2:24][O:25][CH2:26][CH2:27][Si:28]([CH3:30])([CH3:29])[CH3:31])[C:17]=3[N:18]=[CH:19][N:20]=2)[CH2:11]1)[C:3]1[N:4]=[CH:5][C:6]([NH:9][S:34]([CH2:32][CH3:33])(=[O:36])=[O:35])=[CH:7][CH:8]=1. The yield is 0.420. (2) The reactants are [CH2:1]([N:3]([CH2:19][CH3:20])[C:4]([C:6]1[CH:7]=[CH:8][CH:9]=[C:10]2[C:14]=1[NH:13][CH:12]=[C:11]2[CH2:15][C:16]([OH:18])=[O:17])=[O:5])[CH3:2].Cl.[CH3:22]O. No catalyst specified. The product is [CH2:19]([N:3]([CH2:1][CH3:2])[C:4]([C:6]1[CH:7]=[CH:8][CH:9]=[C:10]2[C:14]=1[NH:13][CH:12]=[C:11]2[CH2:15][C:16]([O:18][CH3:22])=[O:17])=[O:5])[CH3:20]. The yield is 0.770.